From a dataset of Forward reaction prediction with 1.9M reactions from USPTO patents (1976-2016). Predict the product of the given reaction. (1) Given the reactants [Cl:1][C:2]1[C:3]([F:42])=[C:4]([C@@H:8]2[C@:12]([C:15]3[CH:20]=[CH:19][C:18]([Cl:21])=[CH:17][C:16]=3[F:22])([C:13]#[N:14])[C@H:11]([CH2:23][C:24]([CH3:27])([CH3:26])[CH3:25])[NH:10][C@H:9]2[C:28]([NH:30][C:31]2[CH:39]=[CH:38][C:34]([C:35](O)=[O:36])=[C:33]([O:40][CH3:41])[CH:32]=2)=[O:29])[CH:5]=[CH:6][CH:7]=1.C[N:44](C(ON1N=NC2C=CC=NC1=2)=[N+](C)C)C.F[P-](F)(F)(F)(F)F.CCN(C(C)C)C(C)C.N, predict the reaction product. The product is: [C:35]([C:34]1[CH:38]=[CH:39][C:31]([NH:30][C:28]([C@H:9]2[C@H:8]([C:4]3[CH:5]=[CH:6][CH:7]=[C:2]([Cl:1])[C:3]=3[F:42])[C@:12]([C:15]3[CH:20]=[CH:19][C:18]([Cl:21])=[CH:17][C:16]=3[F:22])([C:13]#[N:14])[C@H:11]([CH2:23][C:24]([CH3:25])([CH3:26])[CH3:27])[NH:10]2)=[O:29])=[CH:32][C:33]=1[O:40][CH3:41])(=[O:36])[NH2:44]. (2) The product is: [F:1][C:2]1[C:7]([F:8])=[CH:6][CH:5]=[CH:4][C:3]=1[CH:9]([OH:11])[CH3:10]. Given the reactants [F:1][C:2]1[C:7]([F:8])=[CH:6][CH:5]=[CH:4][C:3]=1[C:9](=[O:11])[CH3:10].[BH4-].[Na+], predict the reaction product. (3) Given the reactants [CH3:1][C:2]1[CH:40]=[C:39]([CH3:41])[CH:38]=[CH:37][C:3]=1[C:4]([O:6][CH2:7][C:8]1[CH:13]=[CH:12][C:11]([C@@H:14]([CH2:28][NH:29]C(OC(C)(C)C)=O)[C:15]([NH:17][C:18]2[CH:19]=[C:20]3[C:25](=[CH:26][CH:27]=2)[CH:24]=[N:23][CH:22]=[CH:21]3)=[O:16])=[CH:10][CH:9]=1)=[O:5].[ClH:42], predict the reaction product. The product is: [ClH:42].[ClH:42].[CH3:1][C:2]1[CH:40]=[C:39]([CH3:41])[CH:38]=[CH:37][C:3]=1[C:4]([O:6][CH2:7][C:8]1[CH:9]=[CH:10][C:11]([C@@H:14]([CH2:28][NH2:29])[C:15]([NH:17][C:18]2[CH:19]=[C:20]3[C:25](=[CH:26][CH:27]=2)[CH:24]=[N:23][CH:22]=[CH:21]3)=[O:16])=[CH:12][CH:13]=1)=[O:5]. (4) Given the reactants CS(Cl)(=O)=O.O[CH2:7][C:8]#[C:9][C:10]1[CH:15]=[CH:14][C:13]([S:16]([NH:19][CH2:20][C:21]2[CH:35]=[CH:34][C:24]([C:25]([NH:27][C:28]3[CH:29]=[N:30][CH:31]=[CH:32][CH:33]=3)=[O:26])=[CH:23][CH:22]=2)(=[O:18])=[O:17])=[CH:12][CH:11]=1.CCN(CC)CC.[NH:43]1[CH2:48][CH2:47][O:46][CH2:45][CH2:44]1.S([O-])(=O)(=O)C, predict the reaction product. The product is: [N:43]1([CH2:7][C:8]#[C:9][C:10]2[CH:11]=[CH:12][C:13]([S:16]([NH:19][CH2:20][C:21]3[CH:22]=[CH:23][C:24]([C:25]([NH:27][C:28]4[CH:29]=[N:30][CH:31]=[CH:32][CH:33]=4)=[O:26])=[CH:34][CH:35]=3)(=[O:17])=[O:18])=[CH:14][CH:15]=2)[CH2:48][CH2:47][O:46][CH2:45][CH2:44]1.